This data is from Full USPTO retrosynthesis dataset with 1.9M reactions from patents (1976-2016). The task is: Predict the reactants needed to synthesize the given product. (1) Given the product [F:37][C:31]([F:36])([C:32]([F:33])([F:34])[F:35])[CH2:30][O:29][C:26]1[CH:25]=[CH:24][C:23]([N:13]2[C:14](=[O:22])[C:15]3[CH2:20][C:19](=[O:21])[NH:18][C:16]=3[N:17]=[C:12]2[O:4][CH2:3][C:2]([F:6])([F:5])[F:1])=[CH:28][CH:27]=1, predict the reactants needed to synthesize it. The reactants are: [F:1][C:2]([F:6])([F:5])[CH2:3][OH:4].[H-].[Na+].CS([C:12]1[N:13]([C:23]2[CH:28]=[CH:27][C:26]([O:29][CH2:30][C:31]([F:37])([F:36])[C:32]([F:35])([F:34])[F:33])=[CH:25][CH:24]=2)[C:14](=[O:22])[C:15]2[CH2:20][C:19](=[O:21])[NH:18][C:16]=2[N:17]=1)=O.C(O)(=O)CC(CC(O)=O)(C(O)=O)O. (2) Given the product [C:1]([C:5]1[S:6][C:7]2[C:12](=[O:13])[N:11]([C:14]3[CH:19]=[CH:18][CH:17]=[C:16]([C:31]4[CH:32]=[C:33]([NH:46][C:47]5[CH:51]=[C:50]([CH3:52])[N:49]([CH3:53])[N:48]=5)[C:34](=[O:45])[N:35]([CH2:37][O:38][CH2:39][CH2:40][Si:41]([CH3:42])([CH3:44])[CH3:43])[N:36]=4)[C:15]=3[CH3:29])[CH2:10][C:8]=2[N:9]=1)([CH3:2])([CH3:3])[CH3:4], predict the reactants needed to synthesize it. The reactants are: [C:1]([C:5]1[S:6][C:7]2[C:12](=[O:13])[N:11]([C:14]3[CH:19]=[CH:18][CH:17]=[C:16](B4OC(C)(C)C(C)(C)O4)[C:15]=3[CH3:29])[CH2:10][C:8]=2[N:9]=1)([CH3:4])([CH3:3])[CH3:2].Cl[C:31]1[CH:32]=[C:33]([NH:46][C:47]2[CH:51]=[C:50]([CH3:52])[N:49]([CH3:53])[N:48]=2)[C:34](=[O:45])[N:35]([CH2:37][O:38][CH2:39][CH2:40][Si:41]([CH3:44])([CH3:43])[CH3:42])[N:36]=1.C1(P(C2C=CC=CC=2)C2C3OC4C(=CC=CC=4P(C4C=CC=CC=4)C4C=CC=CC=4)C(C)(C)C=3C=CC=2)C=CC=CC=1.P([O-])([O-])([O-])=O.[K+].[K+].[K+].